The task is: Predict the product of the given reaction.. This data is from Forward reaction prediction with 1.9M reactions from USPTO patents (1976-2016). (1) Given the reactants F[C:2]1[CH:3]=[CH:4][C:5]([N+:11]([O-:13])=[O:12])=[C:6]([CH:10]=1)C(O)=O.[C:14](=[O:17])([O-])[O-:15].[Cs+].[Cs+].[CH3:20][CH:21]([SH:23])[CH3:22].Cl, predict the reaction product. The product is: [CH:21]([S:23][C:2]1[CH:10]=[CH:6][C:5]([N+:11]([O-:13])=[O:12])=[CH:4][C:3]=1[C:14]([OH:15])=[O:17])([CH3:22])[CH3:20]. (2) Given the reactants CN(C1C=CC=C(C)N=1)C(=O)OC(C)(C)C.CC(C)(OC([CH2:23][NH:24][C:25]1[N:30]=[C:29]([CH2:31][C:32](OCC)=[O:33])[CH:28]=[CH:27][CH:26]=1)=O)C.[Li+].CC([N-]C(C)C)C.C(=O)(OCC)OCC, predict the reaction product. The product is: [CH3:23][NH:24][C:25]1[N:30]=[C:29]([CH2:31][CH2:32][OH:33])[CH:28]=[CH:27][CH:26]=1. (3) Given the reactants Cl.Cl.[O:3]1[C:7]2[CH:8]=[CH:9][CH:10]=[C:11]([CH:12]3[CH2:17][CH2:16][N:15]([CH2:18][CH2:19][C@H:20]4[CH2:25][CH2:24][C@H:23]([NH2:26])[CH2:22][CH2:21]4)[CH2:14][CH2:13]3)[C:6]=2[CH2:5][CH2:4]1.C(N(CC)CC)C.[CH3:34][S:35](Cl)(=[O:37])=[O:36], predict the reaction product. The product is: [O:3]1[C:7]2[CH:8]=[CH:9][CH:10]=[C:11]([CH:12]3[CH2:17][CH2:16][N:15]([CH2:18][CH2:19][C@H:20]4[CH2:21][CH2:22][C@H:23]([NH:26][S:35]([CH3:34])(=[O:37])=[O:36])[CH2:24][CH2:25]4)[CH2:14][CH2:13]3)[C:6]=2[CH2:5][CH2:4]1.